From a dataset of Full USPTO retrosynthesis dataset with 1.9M reactions from patents (1976-2016). Predict the reactants needed to synthesize the given product. (1) Given the product [F:12][C:13]1[CH:18]=[CH:17][C:16]([N:7]2[C:8]3[C:4](=[CH:3][C:2]([I:1])=[C:10]([CH3:11])[CH:9]=3)[CH:5]=[N:6]2)=[CH:15][CH:14]=1, predict the reactants needed to synthesize it. The reactants are: [I:1][C:2]1[CH:3]=[C:4]2[C:8](=[CH:9][C:10]=1[CH3:11])[NH:7][N:6]=[CH:5]2.[F:12][C:13]1[CH:18]=[CH:17][C:16](B(O)O)=[CH:15][CH:14]=1.N1C=CC=CC=1. (2) The reactants are: [S:1]1[CH:5]=[CH:4][CH:3]=[C:2]1[CH:6]=O.[CH3:8][O:9][CH2:10][CH2:11][NH2:12].[C:13]1(=[O:24])[O:19][C:17](=O)[C:16]2=[CH:20][CH:21]=[CH:22][CH:23]=[C:15]2[CH2:14]1.[CH3:25][C:26]1[N:27]([C:31]2[CH:37]=[CH:36][C:34]([NH2:35])=[CH:33][CH:32]=2)[CH:28]=[CH:29][N:30]=1. Given the product [CH3:8][O:9][CH2:10][CH2:11][N:12]1[CH:6]([C:2]2[S:1][CH:5]=[CH:4][CH:3]=2)[CH:14]([C:13]([NH:35][C:34]2[CH:33]=[CH:32][C:31]([N:27]3[CH:28]=[CH:29][N:30]=[C:26]3[CH3:25])=[CH:37][CH:36]=2)=[O:24])[C:15]2[C:16](=[CH:20][CH:21]=[CH:22][CH:23]=2)[C:17]1=[O:19], predict the reactants needed to synthesize it. (3) Given the product [CH:19]1([CH2:23][S:1][C:2]2[CH:9]=[C:8]([C:10]3[C:11]([C:15]([F:16])([F:18])[F:17])=[N:12][NH:13][CH:14]=3)[CH:7]=[CH:6][C:3]=2[C:4]#[N:5])[CH2:22][CH2:21][CH2:20]1, predict the reactants needed to synthesize it. The reactants are: [SH:1][C:2]1[CH:9]=[C:8]([C:10]2[C:11]([C:15]([F:18])([F:17])[F:16])=[N:12][NH:13][CH:14]=2)[CH:7]=[CH:6][C:3]=1[C:4]#[N:5].[CH:19]1([CH2:23]Br)[CH2:22][CH2:21][CH2:20]1.C(=O)([O-])[O-].[K+].[K+].O. (4) Given the product [C:27]([OH:28])(=[O:45])[CH2:25][CH2:23]/[CH:21]=[CH:19]\[CH2:18][CH:30]=[CH:31][CH2:32][CH:33]=[CH:11][CH2:12][CH:13]=[CH:14][CH2:15][CH:10]=[CH:3][CH2:4][CH:5]=[CH:6][CH2:7][CH3:2], predict the reactants needed to synthesize it. The reactants are: Cl[C:2]1[CH:7]=[C:6](Cl)[C:5](Cl)=[CH:4][C:3]=1[C:10]1[CH:15]=[CH:14][CH:13]=[CH:12][CH:11]=1.CN[CH2:18][C@@H:19]([C@H:21]([C@@H:23]([C@@H:25]([CH2:27][OH:28])O)O)O)O.Cl[C:30]1C=C[C:33]([C:31]2[CH:30]=CC=[CH:33][CH:32]=2)=[C:32](Cl)[C:31]=1Cl.Cl.[OH2:45]. (5) Given the product [Br:16][C:13]1[CH:14]=[CH:15][C:10](/[CH:9]=[CH:39]/[C@H:30]2[C@H:29]([CH3:41])[C:28]([F:27])([F:42])[CH2:36][C@@H:35]3[C@H:31]2[C@@H:32]([CH3:38])[O:33][C:34]3=[O:37])=[N:11][CH:12]=1, predict the reactants needed to synthesize it. The reactants are: C(OP([CH2:9][C:10]1[CH:15]=[CH:14][C:13]([Br:16])=[CH:12][N:11]=1)(=O)OCC)C.[Li+].C[Si]([N-][Si](C)(C)C)(C)C.[F:27][C:28]1([F:42])[CH2:36][C@@H:35]2[C@@H:31]([C@@H:32]([CH3:38])[O:33][C:34]2=[O:37])[C@@H:30]([CH:39]=O)[C@@H:29]1[CH3:41]. (6) Given the product [Cl:1][C:2]1[CH:3]=[C:4]([NH:10][C@H:11]([CH2:20][NH:21][CH3:34])[CH2:12][C:13]([O:15][C:16]([CH3:19])([CH3:17])[CH3:18])=[O:14])[CH:5]=[CH:6][C:7]=1[C:8]#[N:9], predict the reactants needed to synthesize it. The reactants are: [Cl:1][C:2]1[CH:3]=[C:4]([NH:10][C@H:11]([CH2:20][N:21]([CH3:34])S(C2C=CC=CC=2[N+]([O-])=O)(=O)=O)[CH2:12][C:13]([O:15][C:16]([CH3:19])([CH3:18])[CH3:17])=[O:14])[CH:5]=[CH:6][C:7]=1[C:8]#[N:9].C1(S)C=CC=CC=1.C([O-])([O-])=O.[K+].[K+]. (7) Given the product [Br:20][C:10]1[N:9]([C:13]([O:15][C:16]([CH3:19])([CH3:18])[CH3:17])=[O:14])[C:8]([C:5]2[CH:4]=[N:3][C:2]([CH3:1])=[CH:7][N:6]=2)=[CH:12][CH:11]=1, predict the reactants needed to synthesize it. The reactants are: [CH3:1][C:2]1[N:3]=[CH:4][C:5]([C:8]2[N:9]([C:13]([O:15][C:16]([CH3:19])([CH3:18])[CH3:17])=[O:14])[CH:10]=[CH:11][CH:12]=2)=[N:6][CH:7]=1.[Br:20]N1C(=O)CCC1=O.O.